Dataset: Catalyst prediction with 721,799 reactions and 888 catalyst types from USPTO. Task: Predict which catalyst facilitates the given reaction. (1) Reactant: O=S(Cl)Cl.[Br:5][C:6]1[CH:7]=[N:8][C:9]2[C:14]([CH:15]=1)=[C:13]([F:16])[C:12]([CH2:17][C:18](O)=[O:19])=[C:11]([F:21])[CH:10]=2.COC(=O)CC1C(F)=C2C(=CC=1F)N=CC(Br)=C2.[NH2:40][NH2:41]. Product: [Br:5][C:6]1[CH:7]=[N:8][C:9]2[C:14]([CH:15]=1)=[C:13]([F:16])[C:12]([CH2:17][C:18]([NH:40][NH2:41])=[O:19])=[C:11]([F:21])[CH:10]=2. The catalyst class is: 5. (2) The catalyst class is: 2. Product: [F:18][C:19]([F:30])([F:29])[C:20]([NH:8][CH2:7][CH2:6][C:5]1[CH:9]=[CH:10][C:2]([F:1])=[CH:3][CH:4]=1)=[O:21]. Reactant: [F:1][C:2]1[CH:10]=[CH:9][C:5]([CH2:6][CH2:7][NH2:8])=[CH:4][CH:3]=1.C(N(CC)CC)C.[F:18][C:19]([F:30])([F:29])[C:20](O[C:20](=[O:21])[C:19]([F:30])([F:29])[F:18])=[O:21]. (3) Reactant: [C:1]([C:5]1[CH:13]=[C:12]2[C:8]([CH2:9][CH:10]([CH3:15])[C:11]2=O)=[C:7]([C:16]2[CH:21]=[C:20]([C:22]([CH3:25])([CH3:24])[CH3:23])[CH:19]=[C:18]([C:26]([CH3:29])([CH3:28])[CH3:27])[CH:17]=2)[C:6]=1[O:30][CH3:31])([CH3:4])([CH3:3])[CH3:2].[BH4-].[Na+].CO.CC1C=CC(S(O)(=O)=O)=CC=1. Product: [C:1]([C:5]1[CH:13]=[C:12]2[C:8](=[C:7]([C:16]3[CH:21]=[C:20]([C:22]([CH3:25])([CH3:24])[CH3:23])[CH:19]=[C:18]([C:26]([CH3:29])([CH3:28])[CH3:27])[CH:17]=3)[C:6]=1[O:30][CH3:31])[CH2:9][C:10]([CH3:15])=[CH:11]2)([CH3:4])([CH3:3])[CH3:2]. The catalyst class is: 182. (4) Reactant: [CH3:1][O:2][C:3]1[CH:11]=[CH:10][CH:9]=[CH:8][C:4]=1[C:5](O)=[O:6].S(Cl)([Cl:14])=O.CN(C)C=O. Product: [CH3:1][O:2][C:3]1[CH:11]=[CH:10][CH:9]=[CH:8][C:4]=1[C:5]([Cl:14])=[O:6]. The catalyst class is: 81. (5) Reactant: O1[C:5]2[CH:6]=[CH:7][C:8]([NH:10][N:11]=[C:12]([C:15]#[N:16])[C:13]#[N:14])=[CH:9][C:4]=2[O:3][CH2:2]1.C1OC2C=CC(N)=CC=2O1.C(#N)CC#N.[OH2:32].[NH2:33][NH2:34]. Product: [NH2:14][C:13]1[C:12](=[N:11][NH:10][C:8]2[CH:7]=[CH:6][C:5]3[O:32][CH2:2][O:3][C:4]=3[CH:9]=2)[C:15]([NH2:16])=[N:34][N:33]=1. The catalyst class is: 21. (6) Reactant: [C:1]1([CH2:7][CH2:8][C:9]([O:11][CH3:12])=[O:10])[CH:6]=[CH:5][CH:4]=[CH:3][CH:2]=1.[CH2:13](O)[CH2:14][CH2:15]C.C(OC(C)C)(C)C. The catalyst class is: 401. Product: [C:1]1([CH2:7][CH2:8][C:9]([O:11][CH2:12][CH2:13][CH2:14][CH3:15])=[O:10])[CH:6]=[CH:5][CH:4]=[CH:3][CH:2]=1.